This data is from Forward reaction prediction with 1.9M reactions from USPTO patents (1976-2016). The task is: Predict the product of the given reaction. (1) Given the reactants [CH:1]1([C:5]2[O:9][C:8]([NH:10][C:11]3[CH:16]=[CH:15][C:14]([C:17]4[CH:22]=[CH:21][C:20]([CH:23]5[O:28][CH2:27][CH:26]([CH2:29][C:30]([O:32]C)=[O:31])[CH2:25][CH2:24]5)=[CH:19][CH:18]=4)=[CH:13][CH:12]=3)=[N:7][N:6]=2)[CH2:4][CH2:3][CH2:2]1.[OH-].[Na+:35].[Na], predict the reaction product. The product is: [Na+:35].[CH:1]1([C:5]2[O:9][C:8]([NH:10][C:11]3[CH:12]=[CH:13][C:14]([C:17]4[CH:22]=[CH:21][C:20]([CH:23]5[O:28][CH2:27][CH:26]([CH2:29][C:30]([O-:32])=[O:31])[CH2:25][CH2:24]5)=[CH:19][CH:18]=4)=[CH:15][CH:16]=3)=[N:7][N:6]=2)[CH2:2][CH2:3][CH2:4]1. (2) Given the reactants [N+:1]([C:4]1[CH:9]=[CH:8][CH:7]=[C:6]([N+:10]([O-:12])=[O:11])[C:5]=1[CH3:13])([O-:3])=[O:2].OS(O)(=O)=O.[Br:19]N1C(C)(C)C(=O)N(Br)C1=O, predict the reaction product. The product is: [Br:19][C:8]1[CH:7]=[C:6]([N+:10]([O-:12])=[O:11])[C:5]([CH3:13])=[C:4]([N+:1]([O-:3])=[O:2])[CH:9]=1. (3) Given the reactants Br[C:2]1[CH:3]=[C:4]2[C:9](=[CH:10][CH:11]=1)[N:8]=[C:7]([C:12]1[N:13]=[C:14]([C@@H:17]3[CH2:22][C@@H:21]4[C@@H:19]([CH2:20]4)[N:18]3[C:23]([O:25][C:26]([CH3:29])([CH3:28])[CH3:27])=[O:24])[NH:15][CH:16]=1)[CH:6]=[CH:5]2.CC1(C)C(C)(C)OB([C:38]2[CH:43]=[CH:42][C:41]([C:44]3[NH:48][C:47]([C@@H:49]4[CH2:54][C@@H:53]5[C@@H:51]([CH2:52]5)[N:50]4C(OC(C)(C)C)=O)=[N:46][CH:45]=3)=[CH:40][CH:39]=2)O1.C1(P(C2CCCCC2)[C:70]2C=CC=[CH:72][C:71]=2[C:76]2C(OC)=CC=CC=2OC)CCCCC1.[C:92]([O-:95])([O-:94])=O.[K+].[K+], predict the reaction product. The product is: [C:71]([O:94][C:92]([N:50]1[C@H:49]([C:47]2[NH:46][CH:45]=[C:44]([C:41]3[CH:42]=[CH:43][C:38]([C:2]4[CH:3]=[C:4]5[C:9](=[CH:10][CH:11]=4)[N:8]=[C:7]([C:12]4[N:13]=[C:14]([C@@H:17]6[CH2:22][C@@H:21]7[C@@H:19]([CH2:20]7)[N:18]6[C:23]([O:25][C:26]([CH3:27])([CH3:29])[CH3:28])=[O:24])[NH:15][CH:16]=4)[CH:6]=[CH:5]5)=[CH:39][CH:40]=3)[N:48]=2)[CH2:54][C@@H:53]2[C@H:51]1[CH2:52]2)=[O:95])([CH3:76])([CH3:72])[CH3:70]. (4) The product is: [CH3:40][N:37]1[CH2:36][CH2:35][N:34]([C:32]([C:29]2[CH:30]=[CH:31][C:26]([NH:25][C:2]3[C:3]4[NH:15][N:14]=[CH:13][C:4]=4[N:5]=[C:6]([C:8]4[CH:12]=[CH:11][S:10][CH:9]=4)[N:7]=3)=[CH:27][CH:28]=2)=[O:33])[CH2:39][CH2:38]1. Given the reactants Cl[C:2]1[C:3]2[C:4](=[CH:13][N:14](CC3C=CC(OC)=CC=3)[N:15]=2)[N:5]=[C:6]([C:8]2[CH:12]=[CH:11][S:10][CH:9]=2)[N:7]=1.[NH2:25][C:26]1[CH:31]=[CH:30][C:29]([C:32]([N:34]2[CH2:39][CH2:38][N:37]([CH3:40])[CH2:36][CH2:35]2)=[O:33])=[CH:28][CH:27]=1.Cl, predict the reaction product. (5) Given the reactants [I:1][C:2]1[CH:7]=[CH:6][C:5]([OH:8])=[CH:4][CH:3]=1.Cl.[C:10](=O)([O-])[O-].[K+].[K+].[CH3:16][N:17]([CH:19]=O)[CH3:18], predict the reaction product. The product is: [I:1][C:2]1[CH:7]=[CH:6][C:5]([O:8][CH2:10][CH2:19][N:17]([CH3:18])[CH3:16])=[CH:4][CH:3]=1.